This data is from Experimentally validated miRNA-target interactions with 360,000+ pairs, plus equal number of negative samples. The task is: Binary Classification. Given a miRNA mature sequence and a target amino acid sequence, predict their likelihood of interaction. (1) The miRNA is hsa-miR-514b-3p with sequence AUUGACACCUCUGUGAGUGGA. The protein sequence of the target gene is MSGRSRGRKSSRAKGRGKGRARARVRAAAEDAWHDEKPPQSPRLGEDSAAAQVQAGAAQGGAEPAELREEAACRLPLDCGLALRARAADERGLAAPDPDLERARSLAERLTSDTSFVGTVGALAKLRRGSRIGNRRVPGRKAPDTRSATGRGPQATVSGKPKMASAGLCAAAPVGEEKKMTEKHAGAGSPATVGSMDTLETVQLKLETMNAQADRAYLRLSRKFGQLRLHHLERRNLLIQSIPGFWGQAFQNHPQLSAFLNTKDKEVLSYLNRLEVEELGLARLGYKIKFYFGRNPYFQN.... Result: 0 (no interaction). (2) The miRNA is rno-miR-125a-3p with sequence ACAGGUGAGGUUCUUGGGAGCC. The protein sequence of the target gene is MELEGQWWRGQLAADIHQALRYKELKLPSYKGQSPQLNLRRYFADLIAIVSNRFTLCPPARHLAVYLLDLFMDRYDISIQQLHLVALSCLLLASKFEEKEDSVPKLEQLNSLGCMTNMNLVLTKQTLLHMELLLLETFQWNLCLPTAAHFIEYYLSEAVHETDLHDGWPMVCLEKTKLYMAKYADYFLEVSLQDYAFLNYAPSLVAAACVASSRIILRLSPTWPTRLHRLTAYSWDFLVQCIERLLLAHDNDVKEANKQRGQSAPQSTQLTVFQTAQPSRPVHFQQPQYLHQSSLQYRHP.... Result: 0 (no interaction). (3) The miRNA is mmu-miR-1912-5p with sequence UGCUCAUUGCAUGGGCUGUGUA. The protein sequence of the target gene is MSTIGSFEGFQAVSLKQEGDDQPSETDHLSMEEEDPMPRQISRQSSVTESTLYPNPYHQPYISRKYFATRPGAIETAMEDLKGHVAETSGETIQGFWLLTKIDHWNNEKERILLVTDKTLLICKYDFIMLSCVQLQRIPLSAVYRICLGKFTFPGMSLDKRQGEGLRIYWGSPEEQSLLSRWNPWSTEVPYATFTEHPMKYTSEKFLEICKLSGFMSKLVPAIQNAHKNSTGSGRGKKLMVLTEPILIETYTGLMSFIGNRNKLGYSLARGSIGF. Result: 0 (no interaction). (4) The miRNA is hsa-miR-20b-3p with sequence ACUGUAGUAUGGGCACUUCCAG. The protein sequence of the target gene is MSAEAADREAATSSRPCTPPQTCWFEFLLEESLLEKHLRKPCPDPAPVQLIVQFLEQASKPSVNEQNQVQPPPDNKRNRILKLLALKVAAHLKWDLDILEKSLSVPVLNMLLNELLCISKVPPGTKHVDMDLATLPPTTAMAVLLYNRWAIRTIVQSSFPVKQAKPGPPQLSVMNQMQQEKELTENILKVLKEQAADSILVLEAALKLNKDLYVHTMRTLDLLAMEPGMVNGETESSTAGLKVKTEEMQCQVCYDLGAAYFQQGSTNSAVYENAREKFFRTKELIAEIGSLSLHCTIDEK.... Result: 0 (no interaction). (5) Result: 1 (interaction). The protein sequence of the target gene is MSKRGMSSRAKGDKAEALAALQAANEDLRAKLTDIQIELQQEKSKVSKVEREKNQELRQVREHEQHKTAVLLTELKTKLHEEKMKELQAVRETLLRQHEAELLRVIKIKDNENQRLQALLSALRDGGPEKVKTVLLSEAKEEAKKGFEVEKVKMQQEISELKGAKRQVEEALTLVIQADKIKAAEIRSVYHLHQEEITRIKKECEREIRRLMEEIKFKDRAVFVLERELGVQAGHAQRLQLQKEALDEQLSQVREADRHPGSPRRELPHAAGAGDASDHSGSPEQQLDEKDARRFQLKIA.... The miRNA is hsa-miR-362-3p with sequence AACACACCUAUUCAAGGAUUCA. (6) The miRNA is hsa-miR-193b-3p with sequence AACUGGCCCUCAAAGUCCCGCU. The protein sequence of the target gene is MESCYNPGLDGIIEYDDFKLNSSIVEPKEPAPETADGPYLVIVEQPKQRGFRFRYGCEGPSHGGLPGASSEKGRKTYPTVKICNYEGPAKIEVDLVTHSDPPRAHAHSLVGKQCSELGICAVSVGPKDMTAQFNNLGVLHVTKKNMMGTMIQKLQRQRLRSRPQGLTEAEQRELEQEAKELKKVMDLSIVRLRFSAFLRASDGSFSLPLKPVISQPIHDSKSPGASNLKISRMDKTAGSVRGGDEVYLLCDKVQKDDIEVRFYEDDENGWQAFGDFSPTDVHKQYAIVFRTPPYHKMKIE.... Result: 1 (interaction). (7) The miRNA is hsa-miR-1908-5p with sequence CGGCGGGGACGGCGAUUGGUC. The protein sequence of the target gene is MSRRKQAKPRSLKDPNCKLEDKTEDGEALDCKKRPEDGEELEDEAVHSCDSCLQVFESLSDITEHKINQCQLTDGVDVEDDPTCSWPASSPSSKDQTSPSHGEGCDFGEEEGGPGLPYPCQFCDKSFSRLSYLKHHEQSHSDKLPFKCTYCSRLFKHKRSRDRHIKLHTGDKKYHCSECDAAFSRSDHLKIHLKTHTSNKPYKCAICRRGFLSSSSLHGHMQVHERNKDGSQSGSRMEDWKMKDTQKCSQCEEGFDFPEDLQKHIAECHPECSPNEDRAALQCVYCHELFVEETSLMNHM.... Result: 0 (no interaction). (8) The miRNA is hsa-miR-340-5p with sequence UUAUAAAGCAAUGAGACUGAUU. The protein sequence of the target gene is MSGVRAVRISIESACEKQVHEVGLDGTETYLPPLSMSQNLARLAQRIDFSQGSGSEEEEAAGTEGDAQEWPGAGSSADQDDEEGVVKFQPSLWPWDSVRNNLRSALTEMCVLYDVLSIVRDKKFMTLDPVSQDALPPKQNPQTLQLISKKKSLAGAAQILLKGAERLTKSVTENQENKLQRDFNSELLRLRQHWKLRKVGDKILGDLSYRSAGSLFPHHGTFEVIKNTDLDLDKKIPEDYCPLDVQIPSDLEGSAYIKVSIQKQAPDIGDLGTVNLFKRPLPKSKPGSPHWQTKLEAAQN.... Result: 1 (interaction). (9) Result: 0 (no interaction). The miRNA is hsa-miR-599 with sequence GUUGUGUCAGUUUAUCAAAC. The protein sequence of the target gene is MVQKYQSPVRVYKYPFELIMAAYERRFPTCPLIPMFVGSDTVNEFKSEDGAIHVIERRCKLDVDAPRLLKKIAGVDYVYFVQKNSLNSRERTLHIEAYNETFSNRVIINEHCCYTVHPENEDWTCFEQSASLDIKSFFGFESTVEKIAMKQYTSNIKKGKEIIEYYLRQLEEEGITFVPRWSPPSITTSSETSSSSSKKQAASMAVVIPEAALKEGLSGDALSSPSAPEPVVGTPDDKLDADYIKRYLGDLTPLQESCLIRLRQWLQETHKGKIPKDEHILRFLRARDFNIDKAREIMCQ....